This data is from Full USPTO retrosynthesis dataset with 1.9M reactions from patents (1976-2016). The task is: Predict the reactants needed to synthesize the given product. Given the product [Cl:29][C:26]1[CH:27]=[CH:28][C:22]2[S:21][C:20]([CH2:19][N:4]3[C:5](=[O:16])[C:6]4[N:7]([CH2:12][C:13]#[C:14][CH3:15])[C:8]([Br:11])=[N:9][C:10]=4[N:2]([CH3:1])[C:3]3=[O:17])=[N:24][C:23]=2[CH:25]=1, predict the reactants needed to synthesize it. The reactants are: [CH3:1][N:2]1[C:10]2[N:9]=[C:8]([Br:11])[N:7]([CH2:12][C:13]#[C:14][CH3:15])[C:6]=2[C:5](=[O:16])[NH:4][C:3]1=[O:17].Br[CH2:19][C:20]1[S:21][C:22]2[CH:28]=[CH:27][C:26]([Cl:29])=[CH:25][C:23]=2[N:24]=1.C(=O)([O-])[O-].[K+].[K+].O.